This data is from Reaction yield outcomes from USPTO patents with 853,638 reactions. The task is: Predict the reaction yield, written as a fraction of the theoretical maximum amount of product (1.0 means a 100% yield; for example, 0.34 means a 34% yield). (1) The reactants are [CH3:1][O:2][C:3](=[O:22])[C:4]1[CH:9]=[C:8]([N+:10]([O-])=O)[C:7]([NH2:13])=[C:6]([F:14])[C:5]=1[NH:15][C:16]1[CH:21]=[CH:20][CH:19]=[CH:18][CH:17]=1.[CH:23](O)=O. The catalyst is C(O)C.[OH-].[OH-].[Pd+2]. The product is [CH3:1][O:2][C:3]([C:4]1[C:5]([NH:15][C:16]2[CH:21]=[CH:20][CH:19]=[CH:18][CH:17]=2)=[C:6]([F:14])[C:7]2[N:13]=[CH:23][NH:10][C:8]=2[CH:9]=1)=[O:22]. The yield is 0.860. (2) The reactants are Br[C:2]1[C:11]2[O:10][CH:9]([CH:12]([CH3:14])[CH3:13])[C:8](=[O:15])[N:7]([CH3:16])[C:6]=2[CH:5]=[C:4]([C:17]#[N:18])[CH:3]=1.[CH3:19][N:20]1[CH:25]=[C:24](B2OC(C)(C)C(C)(C)O2)[C:23]2[CH:35]=[CH:36][N:37]([S:38]([C:41]3[CH:46]=[CH:45][C:44]([CH3:47])=[CH:43][CH:42]=3)(=[O:40])=[O:39])[C:22]=2[C:21]1=[O:48].C(=O)([O-])[O-].[K+].[K+].ClCCl. The catalyst is O1CCOCC1.O. The product is [CH:12]([CH:9]1[C:8](=[O:15])[N:7]([CH3:16])[C:6]2[CH:5]=[C:4]([C:17]#[N:18])[CH:3]=[C:2]([C:24]3[C:23]4[CH:35]=[CH:36][N:37]([S:38]([C:41]5[CH:46]=[CH:45][C:44]([CH3:47])=[CH:43][CH:42]=5)(=[O:40])=[O:39])[C:22]=4[C:21](=[O:48])[N:20]([CH3:19])[CH:25]=3)[C:11]=2[O:10]1)([CH3:14])[CH3:13]. The yield is 1.00. (3) The reactants are [CH2:1]1[CH:3]([C:4]([NH2:6])=N)[CH2:2]1.Cl.[Br:8][C:9]1[C:10]([F:27])=[CH:11][C:12]2[O:18][CH2:17][CH2:16][N:15]3[C:19](I)=[C:20]([C:22]([NH2:24])=[O:23])[N:21]=[C:14]3[C:13]=2[CH:26]=1.[NH2:28][NH2:29].[CH2:30](Cl)Cl. No catalyst specified. The product is [Br:8][C:9]1[C:10]([F:27])=[CH:11][C:12]2[O:18][CH2:17][CH2:16][N:15]3[C:19]([C:30]4[NH:29][N:28]=[C:4]([CH:3]5[CH2:1][CH2:2]5)[N:6]=4)=[C:20]([C:22]([NH2:24])=[O:23])[N:21]=[C:14]3[C:13]=2[CH:26]=1. The yield is 0.700. (4) The product is [CH3:1][N:2]1[C:6]([CH:7]=[CH:11][C:12]#[N:13])=[CH:5][CH:4]=[N:3]1. The yield is 0.413. The reactants are [CH3:1][N:2]1[C:6]([CH:7]=O)=[CH:5][CH:4]=[N:3]1.C1CCN2[C:12](=[N:13]CCC2)[CH2:11]C1. The catalyst is C1(C)C=CC=CC=1. (5) The reactants are [F:1][C:2]1[CH:3]=[C:4]([CH:18]=[C:19]([F:21])[CH:20]=1)[CH2:5][O:6][C:7]1[CH:8]=[CH:9][C:10]([N+:15]([O-])=O)=[C:11]([CH:14]=1)[C:12]#[N:13]. The catalyst is O1CCOCC1.[Pd]. The product is [NH2:15][C:10]1[CH:9]=[CH:8][C:7]([O:6][CH2:5][C:4]2[CH:18]=[C:19]([F:21])[CH:20]=[C:2]([F:1])[CH:3]=2)=[CH:14][C:11]=1[C:12]#[N:13]. The yield is 0.860.